Dataset: Forward reaction prediction with 1.9M reactions from USPTO patents (1976-2016). Task: Predict the product of the given reaction. (1) Given the reactants C([O-])(O)=O.[Na+].O.[CH:7]1([CH2:13][CH:14]([CH3:18])[CH2:15][CH2:16][OH:17])[CH2:12][CH2:11][CH2:10][CH2:9][CH2:8]1.[O-]Cl.[Na+], predict the reaction product. The product is: [CH:7]1([CH2:13][CH:14]([CH3:18])[CH2:15][CH:16]=[O:17])[CH2:12][CH2:11][CH2:10][CH2:9][CH2:8]1. (2) Given the reactants N1C=CN=C1.[Si:6](Cl)([C:9]([CH3:12])([CH3:11])[CH3:10])([CH3:8])[CH3:7].[Cl:14][C:15]1[S:19][C:18]([C:20]([NH:22][C:23]2[CH:31]=[CH:30][CH:29]=[C:28]3[C:24]=2[CH2:25][N:26]([CH2:33][C:34]2[CH:39]=[CH:38][CH:37]=[C:36]([NH:40][CH2:41][CH2:42][OH:43])[CH:35]=2)[C:27]3=[O:32])=[O:21])=[CH:17][CH:16]=1.O.ClCCl, predict the reaction product. The product is: [Si:6]([O:43][CH2:42][CH2:41][NH:40][C:36]1[CH:35]=[C:34]([CH:39]=[CH:38][CH:37]=1)[CH2:33][N:26]1[CH2:25][C:24]2[C:28](=[CH:29][CH:30]=[CH:31][C:23]=2[NH:22][C:20]([C:18]2[S:19][C:15]([Cl:14])=[CH:16][CH:17]=2)=[O:21])[C:27]1=[O:32])([C:9]([CH3:12])([CH3:11])[CH3:10])([CH3:8])[CH3:7]. (3) Given the reactants [CH:1]1([C:4]2[C:8]([CH:9]=O)=[CH:7][N:6]([C:11]3[CH:16]=[CH:15][N:14]=[C:13]([NH:17][C:18]4[CH:23]=[C:22]([N+:24]([O-])=O)[C:21]([N:27]5[CH2:31][CH2:30][CH2:29][CH2:28]5)=[CH:20][C:19]=4[O:32][CH3:33])[N:12]=3)[N:5]=2)[CH2:3][CH2:2]1.Cl.[NH:35]1[CH2:38][CH2:37][CH2:36]1, predict the reaction product. The product is: [N:35]1([CH2:9][C:8]2[C:4]([CH:1]3[CH2:2][CH2:3]3)=[N:5][N:6]([C:11]3[CH:16]=[CH:15][N:14]=[C:13]([NH:17][C:18]4[C:19]([O:32][CH3:33])=[CH:20][C:21]([N:27]5[CH2:31][CH2:30][CH2:29][CH2:28]5)=[C:22]([NH:24][C:19](=[O:32])[CH:18]=[CH2:23])[CH:23]=4)[N:12]=3)[CH:7]=2)[CH2:38][CH2:37][CH2:36]1.